From a dataset of Retrosynthesis with 50K atom-mapped reactions and 10 reaction types from USPTO. Predict the reactants needed to synthesize the given product. (1) The reactants are: C=CCBr.CC[C@@H]1COc2c(ccc3nc(OC(C)C)cc(C(F)(F)F)c23)N1. Given the product C=CCN1c2ccc3nc(OC(C)C)cc(C(F)(F)F)c3c2OC[C@H]1CC, predict the reactants needed to synthesize it. (2) The reactants are: CC(C)NC(=O)c1ccc2n1CCNC2.O=C(O)c1cc2ncc(Br)cn2n1. Given the product CC(C)NC(=O)c1ccc2n1CCN(C(=O)c1cc3ncc(Br)cn3n1)C2, predict the reactants needed to synthesize it. (3) Given the product COC(=O)CCc1ccc2cccc(O)c2n1, predict the reactants needed to synthesize it. The reactants are: COC(=O)/C=C/c1ccc2cccc(O)c2n1. (4) Given the product CCCC(O)CC(=O)O, predict the reactants needed to synthesize it. The reactants are: CCCC(O)CC(=O)OCC.